This data is from Catalyst prediction with 721,799 reactions and 888 catalyst types from USPTO. The task is: Predict which catalyst facilitates the given reaction. (1) Reactant: Cl[C:2]1[N:10]=[C:9](Cl)[CH:8]=[CH:7][C:3]=1[C:4]([NH2:6])=[O:5].[N:12]1[CH:17]=[CH:16][CH:15]=[C:14]([NH2:18])[CH:13]=1.[C@H:19]12[CH2:25][C@H:22]([NH:23][CH2:24]1)[CH2:21][N:20]2[C:26]([O:28]C(C)(C)C)=O.[C:33](O)(=O)[CH:34]=C. Product: [C:26]([N:20]1[CH2:21][C@@H:22]2[CH2:25][C@H:19]1[CH2:24][N:23]2[C:9]1[CH:8]=[CH:7][C:3]([C:4]([NH2:6])=[O:5])=[C:2]([NH:18][C:14]2[CH:13]=[N:12][CH:17]=[CH:16][CH:15]=2)[N:10]=1)(=[O:28])[CH:33]=[CH2:34]. The catalyst class is: 6. (2) Reactant: [CH2:1]([O:5][C:6]1[CH:11]=[CH:10][C:9]([CH2:12]C(O)=O)=[CH:8][CH:7]=1)[CH:2]([CH3:4])[CH3:3].C[N:17]([CH3:31])C1C2C(=CC=CC=2N(C)C)C=CC=1.C1(P(N=[N+]=[N-])(C2C=CC=CC=2)=[O:39])C=CC=CC=1. Product: [CH2:1]([O:5][C:6]1[CH:7]=[CH:8][C:9]([CH2:12][N:17]=[C:31]=[O:39])=[CH:10][CH:11]=1)[CH:2]([CH3:3])[CH3:4]. The catalyst class is: 7. (3) Reactant: S([O-])([O-])(=O)=O.[Na+].[Na+].[Cl-].[NH2:9][OH:10].Cl[C:12](Cl)(Cl)[CH:13]([OH:15])O.[F:18][C:19]1[CH:25]=[CH:24][C:22]([NH2:23])=[CH:21][C:20]=1[O:26][CH3:27]. Product: [F:18][C:19]1[CH:25]=[CH:24][C:22]([NH:23][C:13](=[O:15])[CH:12]=[N:9][OH:10])=[CH:21][C:20]=1[O:26][CH3:27]. The catalyst class is: 223. (4) Reactant: [CH3:1][Si](C=[N+]=[N-])(C)C.CCCCCC.[N:14]12[CH2:21][CH2:20][CH:17]([CH2:18][CH2:19]1)[C:16](=[O:22])[CH2:15]2.CO. Product: [N:14]12[CH2:21][CH2:20][CH:17]([CH2:18][CH2:19]1)[C:16](=[O:22])[CH2:15][CH2:1]2. The catalyst class is: 7. (5) Reactant: [NH2:1][CH2:2][C:3]1[CH:8]=[CH:7][N:6]=[CH:5][CH:4]=1.[N:9]1[CH:14]=[CH:13][C:12]([CH:15]=O)=[CH:11][CH:10]=1. Product: [N:6]1[CH:7]=[CH:8][C:3]([CH2:2][N:1]=[CH:15][C:12]2[CH:13]=[CH:14][N:9]=[CH:10][CH:11]=2)=[CH:4][CH:5]=1. The catalyst class is: 5. (6) Reactant: [Br:1][C:2]1[CH:9]=[C:8]([CH3:10])[C:7]([N+:11]([O-])=O)=[CH:6][C:3]=1[C:4]#[N:5].[Sn](Cl)(Cl)(Cl)Cl.C(N(CC)CC)C. Product: [NH2:11][C:7]1[C:8]([CH3:10])=[CH:9][C:2]([Br:1])=[C:3]([CH:6]=1)[C:4]#[N:5]. The catalyst class is: 8. (7) Reactant: [N:1]1([C:7]([C:9]2[CH:10]=[CH:11][C:12]([O:30][CH2:31][CH2:32][CH2:33][CH2:34][CH3:35])=[C:13]([CH:29]=2)[O:14][CH2:15][C:16]2[CH:17]=[C:18]([CH:26]=[CH:27][CH:28]=2)[C:19]([O:21]C(C)(C)C)=[O:20])=[O:8])[CH2:6][CH2:5][O:4][CH2:3][CH2:2]1.FC(F)(F)C(O)=O. Product: [N:1]1([C:7]([C:9]2[CH:10]=[CH:11][C:12]([O:30][CH2:31][CH2:32][CH2:33][CH2:34][CH3:35])=[C:13]([CH:29]=2)[O:14][CH2:15][C:16]2[CH:17]=[C:18]([CH:26]=[CH:27][CH:28]=2)[C:19]([OH:21])=[O:20])=[O:8])[CH2:6][CH2:5][O:4][CH2:3][CH2:2]1. The catalyst class is: 4. (8) Reactant: [Br:1][C:2]1[CH:3]=[C:4]([CH:14]=[C:15]([CH2:17][O:18][CH:19]([CH3:21])[CH3:20])[CH:16]=1)[CH2:5][O:6][Si](C(C)(C)C)(C)C.CCCC[N+](CCCC)(CCCC)CCCC.[F-]. Product: [Br:1][C:2]1[CH:3]=[C:4]([CH2:5][OH:6])[CH:14]=[C:15]([CH2:17][O:18][CH:19]([CH3:21])[CH3:20])[CH:16]=1. The catalyst class is: 1. (9) The catalyst class is: 5. Reactant: [BH4-].[Na+].[CH2:3]([N:10]1[CH2:15][CH2:14][C:13](=[O:16])[CH:12]([CH:17]([CH3:19])[CH3:18])[CH2:11]1)[C:4]1[CH:9]=[CH:8][CH:7]=[CH:6][CH:5]=1. Product: [CH2:3]([N:10]1[CH2:15][CH2:14][CH:13]([OH:16])[CH:12]([CH:17]([CH3:19])[CH3:18])[CH2:11]1)[C:4]1[CH:5]=[CH:6][CH:7]=[CH:8][CH:9]=1. (10) Reactant: Cl[C:2]1[N:7]=[C:6]([C:8]2[C:16]3[C:11](=[CH:12][CH:13]=[C:14]([C:17]([N:19]([CH3:21])[CH3:20])=[O:18])[CH:15]=3)[N:10]([CH:22]3[CH2:27][CH2:26][CH2:25][CH2:24][O:23]3)[N:9]=2)[CH:5]=[CH:4][N:3]=1.[NH:28]1[CH2:33][CH2:32][CH:31]([NH:34][C:35](=[O:41])[O:36][C:37]([CH3:40])([CH3:39])[CH3:38])[CH2:30][CH2:29]1. Product: [CH3:20][N:19]([CH3:21])[C:17]([C:14]1[CH:15]=[C:16]2[C:11](=[CH:12][CH:13]=1)[N:10]([CH:22]1[CH2:27][CH2:26][CH2:25][CH2:24][O:23]1)[N:9]=[C:8]2[C:6]1[CH:5]=[CH:4][N:3]=[C:2]([N:28]2[CH2:29][CH2:30][CH:31]([NH:34][C:35](=[O:41])[O:36][C:37]([CH3:39])([CH3:38])[CH3:40])[CH2:32][CH2:33]2)[N:7]=1)=[O:18]. The catalyst class is: 16.